From a dataset of Blood-brain barrier penetration binary classification data from Martins et al.. Regression/Classification. Given a drug SMILES string, predict its absorption, distribution, metabolism, or excretion properties. Task type varies by dataset: regression for continuous measurements (e.g., permeability, clearance, half-life) or binary classification for categorical outcomes (e.g., BBB penetration, CYP inhibition). Dataset: bbb_martins. (1) The result is 1 (penetrates BBB). The molecule is Cc1ncc2n1-c1ccc(Cl)cc1C(c1ccccc1F)=NC2. (2) The molecule is C[C@]12C[C@H](O)[C@@]3(F)[C@@H](C[C@H](F)C4=CC(=O)C=C[C@@]43C)[C@@H]1C[C@@H](O)[C@]2(O)C(=O)CO. The result is 1 (penetrates BBB). (3) The molecule is NC(=O)c1ncn([C@@H]2O[C@H](CO)[C@@H](O)[C@H]2O)n1. The result is 0 (does not penetrate BBB). (4) The molecule is NCC1OC(OC2C(N)CC(NC(CO)CO)C(OC3OC(CO)C(O)C(N)C3O)C2O)C(N)C(O)C1O. The result is 0 (does not penetrate BBB).